From a dataset of NCI-60 drug combinations with 297,098 pairs across 59 cell lines. Regression. Given two drug SMILES strings and cell line genomic features, predict the synergy score measuring deviation from expected non-interaction effect. (1) Drug 1: COC1=CC(=CC(=C1O)OC)C2C3C(COC3=O)C(C4=CC5=C(C=C24)OCO5)OC6C(C(C7C(O6)COC(O7)C8=CC=CS8)O)O. Drug 2: CN(C(=O)NC(C=O)C(C(C(CO)O)O)O)N=O. Cell line: ACHN. Synergy scores: CSS=61.3, Synergy_ZIP=-2.08, Synergy_Bliss=-1.09, Synergy_Loewe=-61.1, Synergy_HSA=-0.731. (2) Synergy scores: CSS=6.71, Synergy_ZIP=-1.61, Synergy_Bliss=0.0413, Synergy_Loewe=2.40, Synergy_HSA=0.706. Drug 1: C1=CN(C=N1)CC(O)(P(=O)(O)O)P(=O)(O)O. Drug 2: C1CNP(=O)(OC1)N(CCCl)CCCl. Cell line: RPMI-8226. (3) Drug 1: C1=CC(=CC=C1C#N)C(C2=CC=C(C=C2)C#N)N3C=NC=N3. Drug 2: COCCOC1=C(C=C2C(=C1)C(=NC=N2)NC3=CC=CC(=C3)C#C)OCCOC.Cl. Cell line: HCT-15. Synergy scores: CSS=5.38, Synergy_ZIP=-3.53, Synergy_Bliss=-3.72, Synergy_Loewe=-4.90, Synergy_HSA=-1.43. (4) Drug 1: C1=CN(C(=O)N=C1N)C2C(C(C(O2)CO)O)O.Cl. Drug 2: C1=NC2=C(N=C(N=C2N1C3C(C(C(O3)CO)O)O)F)N. Cell line: RXF 393. Synergy scores: CSS=4.18, Synergy_ZIP=-1.29, Synergy_Bliss=2.53, Synergy_Loewe=2.91, Synergy_HSA=3.22. (5) Drug 1: CCCCC(=O)OCC(=O)C1(CC(C2=C(C1)C(=C3C(=C2O)C(=O)C4=C(C3=O)C=CC=C4OC)O)OC5CC(C(C(O5)C)O)NC(=O)C(F)(F)F)O. Drug 2: C1C(C(OC1N2C=NC(=NC2=O)N)CO)O. Cell line: HOP-62. Synergy scores: CSS=4.34, Synergy_ZIP=1.87, Synergy_Bliss=-0.0334, Synergy_Loewe=-0.780, Synergy_HSA=-0.754. (6) Drug 1: CCC1=CC2CC(C3=C(CN(C2)C1)C4=CC=CC=C4N3)(C5=C(C=C6C(=C5)C78CCN9C7C(C=CC9)(C(C(C8N6C)(C(=O)OC)O)OC(=O)C)CC)OC)C(=O)OC.C(C(C(=O)O)O)(C(=O)O)O. Drug 2: CCC1(CC2CC(C3=C(CCN(C2)C1)C4=CC=CC=C4N3)(C5=C(C=C6C(=C5)C78CCN9C7C(C=CC9)(C(C(C8N6C=O)(C(=O)OC)O)OC(=O)C)CC)OC)C(=O)OC)O.OS(=O)(=O)O. Cell line: HS 578T. Synergy scores: CSS=50.7, Synergy_ZIP=2.22, Synergy_Bliss=3.71, Synergy_Loewe=-5.75, Synergy_HSA=3.83. (7) Drug 1: C1=NC2=C(N1)C(=S)N=C(N2)N. Drug 2: C1=CC(=CC=C1C#N)C(C2=CC=C(C=C2)C#N)N3C=NC=N3. Cell line: DU-145. Synergy scores: CSS=35.8, Synergy_ZIP=0.998, Synergy_Bliss=0.575, Synergy_Loewe=-9.04, Synergy_HSA=1.16. (8) Drug 1: CC1=C(C=C(C=C1)C(=O)NC2=CC(=CC(=C2)C(F)(F)F)N3C=C(N=C3)C)NC4=NC=CC(=N4)C5=CN=CC=C5. Drug 2: CCCCC(=O)OCC(=O)C1(CC(C2=C(C1)C(=C3C(=C2O)C(=O)C4=C(C3=O)C=CC=C4OC)O)OC5CC(C(C(O5)C)O)NC(=O)C(F)(F)F)O. Cell line: NCIH23. Synergy scores: CSS=12.8, Synergy_ZIP=-0.794, Synergy_Bliss=-4.08, Synergy_Loewe=-8.14, Synergy_HSA=-3.14. (9) Drug 1: CC1C(C(CC(O1)OC2CC(CC3=C2C(=C4C(=C3O)C(=O)C5=C(C4=O)C(=CC=C5)OC)O)(C(=O)C)O)N)O.Cl. Drug 2: C1=NC2=C(N1)C(=S)N=C(N2)N. Cell line: SNB-19. Synergy scores: CSS=29.6, Synergy_ZIP=-1.66, Synergy_Bliss=-3.94, Synergy_Loewe=-23.0, Synergy_HSA=-2.88. (10) Drug 1: C1=NC2=C(N=C(N=C2N1C3C(C(C(O3)CO)O)F)Cl)N. Drug 2: C1CN(CCN1C(=O)CCBr)C(=O)CCBr. Cell line: MDA-MB-435. Synergy scores: CSS=2.97, Synergy_ZIP=-1.95, Synergy_Bliss=-0.861, Synergy_Loewe=0.493, Synergy_HSA=-1.18.